From a dataset of Reaction yield outcomes from USPTO patents with 853,638 reactions. Predict the reaction yield, written as a fraction of the theoretical maximum amount of product (1.0 means a 100% yield; for example, 0.34 means a 34% yield). (1) The reactants are Cl.[NH2:2][CH2:3][C:4]1[CH:12]=[CH:11][CH:10]=[C:9]2[C:5]=1[C:6](=[O:22])[N:7]([CH:14]1[CH2:19][CH2:18][C:17](=[O:20])[NH:16][C:15]1=[O:21])[C:8]2=[O:13].N12CCCN=C1CCCCC2.ON1C2C=CC=CC=2N=N1.[S:44]1[CH:48]=[CH:47][C:46]([CH2:49][C:50](O)=[O:51])=[CH:45]1.Cl.CN(C)CCCN=C=NCC. The catalyst is C(#N)C. The product is [O:21]=[C:15]1[CH:14]([N:7]2[C:6](=[O:22])[C:5]3[C:9](=[CH:10][CH:11]=[CH:12][C:4]=3[CH2:3][NH:2][C:50](=[O:51])[CH2:49][C:46]3[CH:47]=[CH:48][S:44][CH:45]=3)[C:8]2=[O:13])[CH2:19][CH2:18][C:17](=[O:20])[NH:16]1. The yield is 0.800. (2) The reactants are C[O:2][C:3](=[O:44])[CH2:4][C:5]1[CH:10]=[CH:9][CH:8]=[C:7]([CH2:11][C@@H:12]([NH:14][CH2:15][C@@H:16]([C:25]2[CH:34]=[CH:33][C:32]([O:35][CH2:36][C:37]3[CH:42]=[CH:41][CH:40]=[CH:39][CH:38]=3)=[C:31]3[C:26]=2[CH:27]=[CH:28][C:29](=[O:43])[NH:30]3)[O:17][Si:18]([C:21]([CH3:24])([CH3:23])[CH3:22])([CH3:20])[CH3:19])[CH3:13])[CH:6]=1.[OH-].[Li+].Cl. The catalyst is C1COCC1.CO.O. The product is [CH2:36]([O:35][C:32]1[CH:33]=[CH:34][C:25]([C@@H:16]([O:17][Si:18]([C:21]([CH3:22])([CH3:24])[CH3:23])([CH3:20])[CH3:19])[CH2:15][NH:14][C@@H:12]([CH3:13])[CH2:11][C:7]2[CH:6]=[C:5]([CH2:4][C:3]([OH:44])=[O:2])[CH:10]=[CH:9][CH:8]=2)=[C:26]2[C:31]=1[NH:30][C:29](=[O:43])[CH:28]=[CH:27]2)[C:37]1[CH:38]=[CH:39][CH:40]=[CH:41][CH:42]=1. The yield is 0.390. (3) The yield is 0.190. The reactants are C(N(CC)CC)C.[CH:8]([C:10]1[C:18]2[C:13](=[CH:14][CH:15]=[CH:16][CH:17]=2)[N:12](C(OC(C)(C)C)=O)[CH:11]=1)=[O:9].[CH3:26][O:27][C:28]1[CH:29]=[C:30]([CH2:44][OH:45])[CH:31]=[C:32]([N:34]=[CH:35][C:36]2[CH:37]=[N:38][C:39]([O:42][CH3:43])=[CH:40][CH:41]=2)[CH:33]=1. The product is [OH:45][CH2:44][C:30]1[CH:31]=[C:32]([NH:34][CH:35]([C:36]2[CH:37]=[N:38][C:39]([O:42][CH3:43])=[CH:40][CH:41]=2)[C:8]([C:10]2[C:18]3[C:13](=[CH:14][CH:15]=[CH:16][CH:17]=3)[NH:12][CH:11]=2)=[O:9])[CH:33]=[C:28]([O:27][CH3:26])[CH:29]=1. The catalyst is [Cl-].C([N+]1C(C)=C(CCO)SC=1)C1C=CC=CC=1.C(O)C. (4) The reactants are CN(C=O)C.C(Cl)(=O)C(Cl)=O.[C:12]([O:16][C:17]([N:19]1[CH2:24][CH2:23][CH2:22][CH2:21][CH:20]1[C:25](=O)[NH2:26])=[O:18])([CH3:15])([CH3:14])[CH3:13].N1C=CC=CC=1. The catalyst is C(#N)C. The product is [C:12]([O:16][C:17]([N:19]1[CH2:24][CH2:23][CH2:22][CH2:21][CH:20]1[C:25]#[N:26])=[O:18])([CH3:15])([CH3:13])[CH3:14]. The yield is 0.970.